This data is from Reaction yield outcomes from USPTO patents with 853,638 reactions. The task is: Predict the reaction yield, written as a fraction of the theoretical maximum amount of product (1.0 means a 100% yield; for example, 0.34 means a 34% yield). (1) The reactants are O1CCCCC1[N:7]1[C:15]2[C:10](=[CH:11][C:12]([C:16]3[N:20]=[CH:19][N:18](C(C4C=CC=CC=4)(C4C=CC=CC=4)C4C=CC=CC=4)[N:17]=3)=[CH:13][CH:14]=2)[C:9]([C:40]2[CH:41]=[C:42]([NH2:46])[CH:43]=[CH:44][CH:45]=2)=[N:8]1.[CH3:47][CH:48]([CH3:53])[CH2:49][C:50](Cl)=[O:51].O. The catalyst is N1C=CC=CC=1. The product is [NH:18]1[CH:19]=[N:20][C:16]([C:12]2[CH:11]=[C:10]3[C:15](=[CH:14][CH:13]=2)[NH:7][N:8]=[C:9]3[C:40]2[CH:41]=[C:42]([NH:46][C:50](=[O:51])[CH2:49][CH:48]([CH3:53])[CH3:47])[CH:43]=[CH:44][CH:45]=2)=[N:17]1. The yield is 0.0500. (2) The reactants are [CH3:1][S:2]([CH2:5][CH2:6][N:7]1[CH2:12][CH:11]=[C:10]([C:13]2[CH:18]=[CH:17][C:16]([N+:19]([O-])=O)=[C:15]([CH2:22][CH2:23][CH3:24])[CH:14]=2)[CH2:9][CH2:8]1)(=[O:4])=[O:3].C1[C@@H]2CN(C3CCN(C4C=CC(N)=C(OC)C=4)CC3)CCN2CCO1. The product is [CH3:1][S:2]([CH2:5][CH2:6][N:7]1[CH2:8][CH2:9][CH:10]([C:13]2[CH:18]=[CH:17][C:16]([NH2:19])=[C:15]([CH2:22][CH2:23][CH3:24])[CH:14]=2)[CH2:11][CH2:12]1)(=[O:4])=[O:3]. No catalyst specified. The yield is 0.740. (3) The reactants are [F:1][C:2]([F:17])([F:16])[CH2:3][O:4][C:5]1[CH:10]=[CH:9][N:8]=[CH:7][C:6]=1[C:11]1(O)[CH2:14][CH2:13][CH2:12]1.S(=O)(=O)(O)O.[H][H]. The catalyst is C(O)C.[Pd]. The product is [CH:11]1([C:6]2[CH:7]=[N:8][CH:9]=[CH:10][C:5]=2[O:4][CH2:3][C:2]([F:17])([F:1])[F:16])[CH2:12][CH2:13][CH2:14]1. The yield is 0.840. (4) The reactants are [F-].C([N+](CCCC)(CCCC)CCCC)CCC.[C:19]([C:23]1[CH:24]=[C:25]([NH:29][C:30]([NH:32][C@@H:33]2[C:42]3[C:37](=[CH:38][CH:39]=[CH:40][CH:41]=3)[C@H:36]([O:43][C:44]3[CH:45]=[CH:46][C:47]4[N:48]([C:50]([N:53]5[CH2:58][CH2:57][CH:56]([CH2:59][O:60][Si](C(C)C)(C(C)C)C(C)C)[CH2:55][CH2:54]5)=[N:51][N:52]=4)[CH:49]=3)[CH2:35][CH2:34]2)=[O:31])[N:26]([CH3:28])[N:27]=1)([CH3:22])([CH3:21])[CH3:20]. The catalyst is C1COCC1.C(Cl)Cl. The product is [C:19]([C:23]1[CH:24]=[C:25]([NH:29][C:30]([NH:32][C@@H:33]2[C:42]3[C:37](=[CH:38][CH:39]=[CH:40][CH:41]=3)[C@H:36]([O:43][C:44]3[CH:45]=[CH:46][C:47]4[N:48]([C:50]([N:53]5[CH2:58][CH2:57][CH:56]([CH2:59][OH:60])[CH2:55][CH2:54]5)=[N:51][N:52]=4)[CH:49]=3)[CH2:35][CH2:34]2)=[O:31])[N:26]([CH3:28])[N:27]=1)([CH3:22])([CH3:20])[CH3:21]. The yield is 0.600. (5) The reactants are COC[O:4][C@@H:5]1[CH2:18][CH2:17][C@H:16]2[C@@H:7]([CH2:8][C@H:9]3[C@H:14]([CH2:15]2)[C@H:13]2[CH2:19][CH:20]=[C:21]([C:22]#[N:23])[C@:12]2([CH3:24])[CH2:11][CH2:10]3)[CH2:6]1.Cl. The yield is 0.530. The product is [OH:4][C@@H:5]1[CH2:18][CH2:17][C@H:16]2[C@@H:7]([CH2:8][C@H:9]3[C@H:14]([CH2:15]2)[C@H:13]2[CH2:19][CH:20]=[C:21]([C:22]#[N:23])[C@:12]2([CH3:24])[CH2:11][CH2:10]3)[CH2:6]1. The catalyst is CO. (6) The reactants are [H-].[Na+].[Br:3][C:4]1[CH:5]=[CH:6][C:7]2[N:11]=[C:10](C(Cl)(Cl)Cl)[N:9]([C:16]3[CH:21]=[CH:20][N:19]=[C:18]([NH2:22])[N:17]=3)[C:8]=2[CH:23]=1.[O:24]1[CH2:29][CH2:28][CH:27]([OH:30])[CH2:26][CH2:25]1. The catalyst is CN(C)C=O. The product is [Br:3][C:4]1[CH:5]=[CH:6][C:7]2[N:11]=[C:10]([O:30][CH:27]3[CH2:28][CH2:29][O:24][CH2:25][CH2:26]3)[N:9]([C:16]3[CH:21]=[CH:20][N:19]=[C:18]([NH2:22])[N:17]=3)[C:8]=2[CH:23]=1. The yield is 0.280. (7) The reactants are [OH:1][C:2]1[CH:9]=[CH:8][C:5]([CH:6]=O)=[C:4]([CH3:10])[CH:3]=1.[NH:11]1[CH2:15][CH2:14][CH2:13][CH2:12]1.[BH-](OC(C)=O)(OC(C)=O)OC(C)=O.[Na+].OS([O-])(=O)=O.[Na+]. The catalyst is C(Cl)Cl.O. The product is [CH3:10][C:4]1[CH:3]=[C:2]([OH:1])[CH:9]=[CH:8][C:5]=1[CH2:6][N:11]1[CH2:15][CH2:14][CH2:13][CH2:12]1. The yield is 0.940. (8) The reactants are Cl[C:2]1[CH:7]=[N:6][C:5]([C:8]([F:11])([F:10])[F:9])=[CH:4][N:3]=1.[CH3:12][Sn:13]([CH3:19])([CH3:18])[Sn:13]([CH3:19])([CH3:18])[CH3:12]. The catalyst is O1CCOCC1.C1C=CC([P]([Pd]([P](C2C=CC=CC=2)(C2C=CC=CC=2)C2C=CC=CC=2)([P](C2C=CC=CC=2)(C2C=CC=CC=2)C2C=CC=CC=2)[P](C2C=CC=CC=2)(C2C=CC=CC=2)C2C=CC=CC=2)(C2C=CC=CC=2)C2C=CC=CC=2)=CC=1. The product is [F:9][C:8]([F:11])([F:10])[C:5]1[CH:4]=[N:3][C:2]([Sn:13]([CH3:19])([CH3:18])[CH3:12])=[CH:7][N:6]=1. The yield is 0.590.